Dataset: Reaction yield outcomes from USPTO patents with 853,638 reactions. Task: Predict the reaction yield, written as a fraction of the theoretical maximum amount of product (1.0 means a 100% yield; for example, 0.34 means a 34% yield). (1) The reactants are Br[CH2:2][C:3]1[CH:12]=[CH:11][C:6]([C:7]([O:9][CH3:10])=[O:8])=[CH:5][CH:4]=1.BrCCBr.[Cu](C#N)C#N.[Cl-].[Li+].B(F)(F)F.CCOCC.[Cl:33][C:34]1[CH:41]=[CH:40][CH:39]=[C:38]([Cl:42])[C:35]=1[CH:36]=[O:37]. The catalyst is C1COCC1.[Zn].O. The product is [Cl:33][C:34]1[CH:41]=[CH:40][CH:39]=[C:38]([Cl:42])[C:35]=1[CH:36]([OH:37])[CH2:2][C:3]1[CH:12]=[CH:11][C:6]([C:7]([O:9][CH3:10])=[O:8])=[CH:5][CH:4]=1. The yield is 0.830. (2) The yield is 0.440. The product is [C:31]([C:2]1[C:7]([NH:8][S:9]([CH2:12][CH2:13][CH3:14])(=[O:11])=[O:10])=[CH:6][CH:5]=[C:4]([F:15])[C:3]=1[NH:16][C:17]([C:19]1[CH:20]=[CH:21][CH:22]=[C:23]2[C:28]=1[N:27]=[CH:26][N:25]=[C:24]2[NH2:29])=[O:18])#[N:30]. The reactants are F[C:2]1[C:7]([NH:8][S:9]([CH2:12][CH2:13][CH3:14])(=[O:11])=[O:10])=[CH:6][CH:5]=[C:4]([F:15])[C:3]=1[NH:16][C:17]([C:19]1[CH:20]=[CH:21][CH:22]=[C:23]2[C:28]=1[N:27]=[CH:26][N:25]=[C:24]2[NH2:29])=[O:18].[NH2:30][C:31]1C(C#N)=C(NS(CCC)(=O)=O)C=CC=1F.N.CO. The catalyst is C(Cl)(Cl)Cl. (3) The reactants are C(OC([N:8]1[CH2:12][C@H:11]([S:13][CH2:14][C:15]2[CH:20]=[CH:19][C:18]([O:21][CH3:22])=[CH:17][CH:16]=2)[CH2:10][C@H:9]1[CH2:23][N:24]([CH2:34][C:35]([O:37][C:38]([CH3:41])([CH3:40])[CH3:39])=[O:36])[CH2:25][C:26]1[CH:31]=[C:30]([F:32])[CH:29]=[CH:28][C:27]=1[F:33])=O)(C)(C)C.Cl. The catalyst is CCOC(C)=O. The product is [C:38]([O:37][C:35](=[O:36])[CH2:34][N:24]([CH2:25][C:26]1[CH:31]=[C:30]([F:32])[CH:29]=[CH:28][C:27]=1[F:33])[CH2:23][C@@H:9]1[CH2:10][C@@H:11]([S:13][CH2:14][C:15]2[CH:20]=[CH:19][C:18]([O:21][CH3:22])=[CH:17][CH:16]=2)[CH2:12][NH:8]1)([CH3:41])([CH3:39])[CH3:40]. The yield is 0.760. (4) The reactants are [C:1]([C:5]1[C:6]([O:16]COC)=[C:7]([C:11]([CH3:15])=[C:12]([F:14])[CH:13]=1)[C:8]([OH:10])=[O:9])([CH3:4])([CH3:3])[CH3:2].Cl. The catalyst is O. The product is [C:1]([C:5]1[C:6]([OH:16])=[C:7]([C:11]([CH3:15])=[C:12]([F:14])[CH:13]=1)[C:8]([OH:10])=[O:9])([CH3:4])([CH3:3])[CH3:2]. The yield is 0.500. (5) The reactants are [C:1]([C:5]1[CH:6]=[C:7]([NH2:27])[N:8]([C:10]2[CH:15]=[CH:14][C:13]([Cl:16])=[C:12]([O:17][CH2:18][CH2:19][O:20][CH:21]3[CH2:26][CH2:25][CH2:24][CH2:23][O:22]3)[CH:11]=2)[N:9]=1)([CH3:4])([CH3:3])[CH3:2].[OH-].[Na+].Cl[C:31]([O:33][CH2:34][C:35]([Cl:38])([Cl:37])[Cl:36])=[O:32]. The catalyst is CCOC(C)=O. The product is [Cl:36][C:35]([Cl:38])([Cl:37])[CH2:34][O:33][C:31](=[O:32])[NH:27][C:7]1[N:8]([C:10]2[CH:15]=[CH:14][C:13]([Cl:16])=[C:12]([O:17][CH2:18][CH2:19][O:20][CH:21]3[CH2:26][CH2:25][CH2:24][CH2:23][O:22]3)[CH:11]=2)[N:9]=[C:5]([C:1]([CH3:4])([CH3:2])[CH3:3])[CH:6]=1. The yield is 1.00.